Task: Predict the product of the given reaction.. Dataset: Forward reaction prediction with 1.9M reactions from USPTO patents (1976-2016) The product is: [F:1][C:2]1[C:10]([I:11])=[C:9]([CH3:12])[CH:8]=[CH:7][C:3]=1[C:4]([O:6][CH3:14])=[O:5]. Given the reactants [F:1][C:2]1[C:10]([I:11])=[C:9]([CH3:12])[CH:8]=[CH:7][C:3]=1[C:4]([OH:6])=[O:5].Cl.[CH3:14]O, predict the reaction product.